This data is from Forward reaction prediction with 1.9M reactions from USPTO patents (1976-2016). The task is: Predict the product of the given reaction. (1) Given the reactants [O:1]1[CH:5]=[CH:4][CH:3]=[C:2]1[C:6]1[CH:7]=[C:8]([CH2:12][CH2:13][C:14](=O)[CH2:15][C:16]([O:18]CC)=O)[CH:9]=[CH:10][CH:11]=1.C(=O)(O)O.[NH2:26][C:27]([NH2:29])=[NH:28], predict the reaction product. The product is: [NH2:28][C:27]1[NH:29][C:16](=[O:18])[CH:15]=[C:14]([CH2:13][CH2:12][C:8]2[CH:9]=[CH:10][CH:11]=[C:6]([C:2]3[O:1][CH:5]=[CH:4][CH:3]=3)[CH:7]=2)[N:26]=1. (2) The product is: [I:23][C:20]1[CH:21]=[CH:22][C:14]2[NH:13][C:2](=[O:4])[O:17][C:16](=[O:18])[C:15]=2[CH:19]=1. Given the reactants Cl[C:2](Cl)([O:4]C(=O)OC(Cl)(Cl)Cl)Cl.[NH2:13][C:14]1[CH:22]=[CH:21][C:20]([I:23])=[CH:19][C:15]=1[C:16]([OH:18])=[O:17], predict the reaction product. (3) Given the reactants [OH:1][CH:2]([C:5]1[CH:6]=[C:7]2[C:12](=[CH:13][C:14]=1[C:15]([F:18])([F:17])[F:16])[NH:11][C:10](=[O:19])[N:9]([NH:20][S:21]([CH3:24])(=[O:23])=[O:22])[C:8]2=[O:25])[CH2:3][CH3:4].[C:26](Cl)(=[O:31])[CH2:27][CH2:28][CH2:29][CH3:30], predict the reaction product. The product is: [OH:1][CH:2]([C:5]1[CH:6]=[C:7]2[C:12](=[CH:13][C:14]=1[C:15]([F:16])([F:18])[F:17])[NH:11][C:10](=[O:19])[N:9]([N:20]([C:26](=[O:31])[CH2:27][CH2:28][CH2:29][CH3:30])[S:21]([CH3:24])(=[O:23])=[O:22])[C:8]2=[O:25])[CH2:3][CH3:4]. (4) Given the reactants [NH:1]1[CH2:5][CH2:4][CH2:3][C@H:2]1[C:6]([OH:8])=[O:7].[CH3:9][C:10]([CH3:12])=O, predict the reaction product. The product is: [CH:10]([N:1]1[CH2:5][CH2:4][CH2:3][C@H:2]1[C:6]([OH:8])=[O:7])([CH3:12])[CH3:9]. (5) Given the reactants [CH3:1][N:2]1[C:16]2[C:17]3[C:4]([CH2:5][C@@H:6]4[C@@H:11]([C:12]=3[CH:13]=[CH:14][CH:15]=2)[CH2:10][C@@H:9]([C:18]([NH:20][CH2:21][CH2:22][CH2:23][N:24]([CH3:26])[CH3:25])=[O:19])[CH2:8][N:7]4[CH3:27])=[CH:3]1.[CH2:28]([N:30]=[C:31]=[O:32])[CH3:29], predict the reaction product. The product is: [CH3:29][CH2:28][NH:30][C:31]([N:20]([C:18]([C@H:9]1[CH2:8][N:7]([CH3:27])[C@H:6]2[C@@H:11]([C:12]3[C:17]4[C:4]([CH2:5]2)=[CH:3][N:2]([CH3:1])[C:16]=4[CH:15]=[CH:14][CH:13]=3)[CH2:10]1)=[O:19])[CH2:21][CH2:22][CH2:23][N:24]([CH3:26])[CH3:25])=[O:32]. (6) Given the reactants [CH2:1]([N:8]1[CH2:13][CH2:12][C:11]([CH3:29])([C:14]2[CH:19]=[CH:18][CH:17]=[C:16]([C:20]3[N:21]=[N:22][NH:23][C:24]=3[Si](C)(C)C)[CH:15]=2)[CH2:10][CH2:9]1)[C:2]1[CH:7]=[CH:6][CH:5]=[CH:4][CH:3]=1.[OH-].[Na+], predict the reaction product. The product is: [NH3:8].[CH2:1]([N:8]1[CH2:13][CH2:12][C:11]([CH3:29])([C:14]2[CH:19]=[CH:18][CH:17]=[C:16]([C:20]3[N:21]=[N:22][NH:23][CH:24]=3)[CH:15]=2)[CH2:10][CH2:9]1)[C:2]1[CH:7]=[CH:6][CH:5]=[CH:4][CH:3]=1.